From a dataset of Forward reaction prediction with 1.9M reactions from USPTO patents (1976-2016). Predict the product of the given reaction. (1) Given the reactants O.[OH-].[Li+].C([O:6][C:7](=[O:35])[CH2:8][N:9]1[C:17]2[C:12](=[CH:13][C:14]([F:18])=[CH:15][CH:16]=2)[C:11]([CH2:19][C:20]2[N:21]([S:25]([C:28]3[CH:33]=[CH:32][CH:31]=[CH:30][CH:29]=3)(=[O:27])=[O:26])[CH:22]=[CH:23][CH:24]=2)=[C:10]1[CH3:34])C.Cl, predict the reaction product. The product is: [C:28]1([S:25]([N:21]2[CH:22]=[CH:23][CH:24]=[C:20]2[CH2:19][C:11]2[C:12]3[C:17](=[CH:16][CH:15]=[C:14]([F:18])[CH:13]=3)[N:9]([CH2:8][C:7]([OH:35])=[O:6])[C:10]=2[CH3:34])(=[O:27])=[O:26])[CH:29]=[CH:30][CH:31]=[CH:32][CH:33]=1. (2) Given the reactants CO[C:3]([C:5]1[N:6]=[C:7]([C:24]#[N:25])[C:8]2[C:9](=[O:23])[N:10]([CH2:16][C:17]3[CH:22]=[CH:21][CH:20]=[CH:19][CH:18]=3)[CH:11]=[CH:12][C:13]=2[C:14]=1[OH:15])=[O:4].[NH2:26][CH2:27][C:28]([OH:30])=[O:29].C[O-].[Na+], predict the reaction product. The product is: [CH2:16]([N:10]1[C:9](=[O:23])[C:8]2[C:7]([C:24]#[N:25])=[N:6][C:5]([C:3]([NH:26][CH2:27][C:28]([OH:30])=[O:29])=[O:4])=[C:14]([OH:15])[C:13]=2[CH:12]=[CH:11]1)[C:17]1[CH:22]=[CH:21][CH:20]=[CH:19][CH:18]=1. (3) Given the reactants [OH:1][C@H:2]([CH3:24])[CH2:3][CH2:4][CH2:5][CH2:6][N:7]1[C:16](=[O:17])[C:15]2[N:14](COCC)[C:13]([NH2:22])=[N:12][C:11]=2[N:10]([CH3:23])[C:8]1=[O:9].Cl, predict the reaction product. The product is: [OH:1][C@H:2]([CH3:24])[CH2:3][CH2:4][CH2:5][CH2:6][N:7]1[C:16](=[O:17])[C:15]2[NH:14][C:13]([NH2:22])=[N:12][C:11]=2[N:10]([CH3:23])[C:8]1=[O:9]. (4) Given the reactants C([O:4][C:5]1[CH:10]=[CH:9][CH:8]=[C:7]([Cl:11])[C:6]=1[C:12]1[CH:17]=[CH:16][CH:15]=[CH:14][C:13]=1[CH3:18])C=C.[C:19]1(C)[CH:24]=C(C)C=C(C)[CH:20]=1, predict the reaction product. The product is: [CH2:24]([C:10]1[CH:9]=[CH:8][C:7]([Cl:11])=[C:6]([C:12]2[CH:17]=[CH:16][CH:15]=[CH:14][C:13]=2[CH3:18])[C:5]=1[OH:4])[CH:19]=[CH2:20]. (5) Given the reactants [O:1]=[C:2]1[C:6]2[CH:7]=[CH:8][CH:9]=[CH:10][C:5]=2[C:4](=[O:11])[N:3]1[CH2:12][CH2:13][CH2:14][S:15]([O:18][CH2:19][C:20]([CH3:34])([CH3:33])[C@@H:21]([O:25][CH2:26][C:27]1[CH:32]=[CH:31][CH:30]=[CH:29][CH:28]=1)[C:22]([OH:24])=[O:23])(=[O:17])=[O:16].[C:35](Cl)(=O)[C:36](Cl)=O.C(O)C.N1C=CC=CC=1, predict the reaction product. The product is: [O:11]=[C:4]1[C:5]2[CH:10]=[CH:9][CH:8]=[CH:7][C:6]=2[C:2](=[O:1])[N:3]1[CH2:12][CH2:13][CH2:14][S:15]([O:18][CH2:19][C:20]([CH3:34])([CH3:33])[C@@H:21]([O:25][CH2:26][C:27]1[CH:28]=[CH:29][CH:30]=[CH:31][CH:32]=1)[C:22]([O:24][CH2:35][CH3:36])=[O:23])(=[O:16])=[O:17]. (6) Given the reactants [CH2:1]([N:3]([CH2:14][CH3:15])[C:4]1[N:9]=[C:8]([C:10]([OH:12])=O)[CH:7]=[C:6]([CH3:13])[N:5]=1)[CH3:2].[CH2:16]([O:23][C:24]1[C:33]([CH3:34])=[CH:32][C:27]([C:28]([NH:30]O)=[NH:29])=[CH:26][C:25]=1[CH2:35][CH3:36])[C:17]1[CH:22]=[CH:21][CH:20]=[CH:19][CH:18]=1.C(Cl)CCl.C1C=CC2N(O)N=NC=2C=1, predict the reaction product. The product is: [CH2:16]([O:23][C:24]1[C:33]([CH3:34])=[CH:32][C:27]([C:28]2[N:30]=[C:10]([C:8]3[CH:7]=[C:6]([CH3:13])[N:5]=[C:4]([N:3]([CH2:1][CH3:2])[CH2:14][CH3:15])[N:9]=3)[O:12][N:29]=2)=[CH:26][C:25]=1[CH2:35][CH3:36])[C:17]1[CH:18]=[CH:19][CH:20]=[CH:21][CH:22]=1. (7) The product is: [CH3:3][O:4][C:5](=[O:31])[CH:6]([NH:15][C:16]1[CH:21]=[CH:20][CH:19]=[CH:18][C:17]=1[C:22](=[O:30])[C:23]1[CH:28]=[CH:27][C:26]([CH3:29])=[CH:25][CH:24]=1)[CH2:7][C:8]1[CH:9]=[CH:10][C:11]([O:14][CH2:34][CH2:33][Br:32])=[CH:12][CH:13]=1. Given the reactants [OH-].[K+].[CH3:3][O:4][C:5](=[O:31])[CH:6]([NH:15][C:16]1[CH:21]=[CH:20][CH:19]=[CH:18][C:17]=1[C:22](=[O:30])[C:23]1[CH:28]=[CH:27][C:26]([CH3:29])=[CH:25][CH:24]=1)[CH2:7][C:8]1[CH:13]=[CH:12][C:11]([OH:14])=[CH:10][CH:9]=1.[Br:32][CH2:33][CH2:34]Br, predict the reaction product.